From a dataset of Forward reaction prediction with 1.9M reactions from USPTO patents (1976-2016). Predict the product of the given reaction. (1) Given the reactants [C:1]1([N:7]2[CH2:12][CH2:11][N:10]([C:13]([C@@H:15]3[C@@H:22]([C:23]([O:25][C:26]([CH3:29])([CH3:28])[CH3:27])=[O:24])[CH2:21][C:18]4([CH2:20][CH2:19]4)[CH2:17][NH:16]3)=[O:14])[CH2:9][CH2:8]2)[CH:6]=[CH:5][CH:4]=[CH:3][CH:2]=1.C(N(C(C)C)CC)(C)C, predict the reaction product. The product is: [C:1]1([N:7]2[CH2:8][CH2:9][N:10]([C:13]([C@@H:15]3[C@@H:22]([C:23]([O:25][C:26]([CH3:29])([CH3:28])[CH3:27])=[O:24])[CH2:21][C:18]4([CH2:19][CH2:20]4)[CH2:17][N:16]3[C:23]([O:25][CH3:26])=[O:24])=[O:14])[CH2:11][CH2:12]2)[CH:2]=[CH:3][CH:4]=[CH:5][CH:6]=1. (2) Given the reactants [C:1]([O:5][C:6]([NH:8][CH:9]([CH2:15][CH3:16])[CH:10]([OH:14])[C:11]([OH:13])=O)=[O:7])([CH3:4])([CH3:3])[CH3:2].C(Cl)CCl.C1C=CC2N(O)N=NC=2C=1.O[NH:32][C:33](=[NH:40])[C:34]1[CH:39]=[CH:38][CH:37]=[CH:36][CH:35]=1.CN1CCOCC1, predict the reaction product. The product is: [C:1]([O:5][C:6]([NH:8][C@@H:9]([CH2:15][CH3:16])[CH:10]([C:11]1[O:13][N:40]=[C:33]([C:34]2[CH:39]=[CH:38][CH:37]=[CH:36][CH:35]=2)[N:32]=1)[OH:14])=[O:7])([CH3:2])([CH3:3])[CH3:4]. (3) Given the reactants [Cl:1][C:2]1[CH:10]=[C:9]([Cl:11])[CH:8]=[C:7]([OH:12])[C:3]=1[C:4]([O-:6])=[O:5].N1C=CC=C[CH:14]=1.[F:19][C:20]([F:26])([F:25])[S:21](O)(=[O:23])=[O:22], predict the reaction product. The product is: [Cl:1][C:2]1[CH:10]=[C:9]([Cl:11])[CH:8]=[C:7]([O:12][S:21]([C:20]([F:26])([F:25])[F:19])(=[O:23])=[O:22])[C:3]=1[C:4]([O:6][CH3:14])=[O:5]. (4) Given the reactants [NH:1]1[CH2:5][CH2:4][CH:3]([C:6]2[CH:7]=[N:8][CH:9]=[CH:10][CH:11]=2)[CH2:2]1.CN(C(ON1N=NC2C=CC=CC1=2)=[N+](C)C)C.[B-](F)(F)(F)F.C(N(C(C)C)C(C)C)C.[CH:43]1([C:46]2[O:50][N:49]=[CH:48][C:47]=2[C:51](O)=[O:52])[CH2:45][CH2:44]1, predict the reaction product. The product is: [CH:43]1([C:46]2[O:50][N:49]=[CH:48][C:47]=2[C:51]([N:1]2[CH2:5][CH2:4][CH:3]([C:6]3[CH:7]=[N:8][CH:9]=[CH:10][CH:11]=3)[CH2:2]2)=[O:52])[CH2:45][CH2:44]1. (5) Given the reactants [Cl:1][CH2:2][CH:3]1[CH2:7][CH2:6][CH2:5][N:4]1[C:8]1[CH:13]=[CH:12][C:11]([N+:14]([O-:16])=[O:15])=[CH:10][CH:9]=1.C[C:18]1[NH:19][CH:20]=[CH:21][N:22]=1.[C:23]1(C)C=CC=CC=1, predict the reaction product. The product is: [Cl-:1].[CH3:23][N+:22]1[CH:21]=[CH:20][N:19]([CH2:2][CH:3]2[CH2:7][CH2:6][CH2:5][N:4]2[C:8]2[CH:13]=[CH:12][C:11]([N+:14]([O-:16])=[O:15])=[CH:10][CH:9]=2)[CH:18]=1. (6) Given the reactants [CH2:1]([N:5]1[CH:9]=[C:8]([C:10]([O:12][C:13]([CH3:16])([CH3:15])[CH3:14])=[O:11])[N:7]=[N:6]1)[CH2:2][C:3]#[CH:4].I[C:18]1[N:23]=[N:22][C:21]([NH2:24])=[CH:20][CH:19]=1.C(Cl)Cl.CO, predict the reaction product. The product is: [NH2:24][C:21]1[N:22]=[N:23][C:18]([C:4]#[C:3][CH2:2][CH2:1][N:5]2[CH:9]=[C:8]([C:10]([O:12][C:13]([CH3:16])([CH3:15])[CH3:14])=[O:11])[N:7]=[N:6]2)=[CH:19][CH:20]=1.